This data is from Catalyst prediction with 721,799 reactions and 888 catalyst types from USPTO. The task is: Predict which catalyst facilitates the given reaction. Reactant: [CH2:1]([C@@H:8]1[C@@H:16]([O:17][Si](C(C)(C)C)(C)C)[C@H:15]([CH3:25])[O:14][C:13](=[O:26])[C@@H:12]([NH:27][C:28](=[O:34])[O:29][C:30]([CH3:33])([CH3:32])[CH3:31])[CH2:11][O:10][CH2:9]1)[C:2]1[CH:7]=[CH:6][CH:5]=[CH:4][CH:3]=1.N1C=CC=CC=1.C1COCC1.C1C=CN=CC=1.F.C([O-])([O-])=O.[Na+].[Na+]. Product: [C:30]([O:29][C:28](=[O:34])[NH:27][C@H:12]1[CH2:11][O:10][CH2:9][C@H:8]([CH2:1][C:2]2[CH:7]=[CH:6][CH:5]=[CH:4][CH:3]=2)[C@@H:16]([OH:17])[C@H:15]([CH3:25])[O:14][C:13]1=[O:26])([CH3:32])([CH3:31])[CH3:33]. The catalyst class is: 25.